This data is from Reaction yield outcomes from USPTO patents with 853,638 reactions. The task is: Predict the reaction yield, written as a fraction of the theoretical maximum amount of product (1.0 means a 100% yield; for example, 0.34 means a 34% yield). (1) The reactants are [CH3:1][C:2]1[CH:8]=[C:7]([O:9][Si:10]([CH:17]([CH3:19])[CH3:18])([CH:14]([CH3:16])[CH3:15])[CH:11]([CH3:13])[CH3:12])[CH:6]=[CH:5][C:3]=1[NH2:4].[C:20](O[C:20]([O:22][C:23]([CH3:26])([CH3:25])[CH3:24])=[O:21])([O:22][C:23]([CH3:26])([CH3:25])[CH3:24])=[O:21].CN(C)CCNC. The catalyst is C1COCC1. The product is [CH3:1][C:2]1[CH:8]=[C:7]([O:9][Si:10]([CH:14]([CH3:16])[CH3:15])([CH:11]([CH3:13])[CH3:12])[CH:17]([CH3:19])[CH3:18])[CH:6]=[CH:5][C:3]=1[NH:4][C:20](=[O:21])[O:22][C:23]([CH3:26])([CH3:25])[CH3:24]. The yield is 0.566. (2) The reactants are [CH3:1][O:2][C:3]1[CH:4]=[C:5]([CH2:20][C:21]([OH:23])=O)[CH:6]=[CH:7][C:8]=1[NH:9][C:10]([NH:12][C:13]1[CH:18]=[CH:17][CH:16]=[CH:15][C:14]=1[Br:19])=[O:11].[NH2:24][C@@H:25]([CH3:44])[CH2:26][O:27][C:28]1[CH:43]=[CH:42][C:31]([C:32]([O:34][CH2:35][C:36]2[CH:41]=[CH:40][CH:39]=[CH:38][CH:37]=2)=[O:33])=[CH:30][CH:29]=1.C(Cl)CCl.C1C=CC2N(O)N=NC=2C=1. The catalyst is CN(C1C=CN=CC=1)C.CN(C=O)C.CCOC(C)=O. The product is [CH3:1][O:2][C:3]1[CH:4]=[C:5]([CH2:20][C:21]([NH:24][C@@H:25]([CH3:44])[CH2:26][O:27][C:28]2[CH:43]=[CH:42][C:31]([C:32]([O:34][CH2:35][C:36]3[CH:37]=[CH:38][CH:39]=[CH:40][CH:41]=3)=[O:33])=[CH:30][CH:29]=2)=[O:23])[CH:6]=[CH:7][C:8]=1[NH:9][C:10]([NH:12][C:13]1[CH:18]=[CH:17][CH:16]=[CH:15][C:14]=1[Br:19])=[O:11]. The yield is 0.580. (3) The reactants are [C:1]([O:5][C:6]([NH:8][CH:9]1[CH:14]([OH:15])[CH2:13][CH2:12][N:11](C(OCC2C=CC=CC=2)=O)[CH2:10]1)=[O:7])([CH3:4])([CH3:3])[CH3:2]. The catalyst is CO.[Pd]. The product is [C:1]([O:5][C:6](=[O:7])[NH:8][C@H:9]1[C@@H:14]([OH:15])[CH2:13][CH2:12][NH:11][CH2:10]1)([CH3:4])([CH3:2])[CH3:3]. The yield is 0.980. (4) The reactants are [Br:1][C:2]1[CH:7]=[CH:6][C:5]([NH:8][C:9]2[C:10]([C:18](O)=[O:19])=[CH:11][N:12]([CH3:17])[C:13](=[O:16])[C:14]=2[F:15])=[C:4]([F:21])[CH:3]=1.CCN=C=NCCCN(C)C.C1C=CC2N(O)[N:40]=[N:39]C=2C=1.NN.CCN(CC)CC. The yield is 0.890. The catalyst is CN(C=O)C.CCOC(C)=O. The product is [Br:1][C:2]1[CH:7]=[CH:6][C:5]([NH:8][C:9]2[C:10]([C:18]([NH:39][NH2:40])=[O:19])=[CH:11][N:12]([CH3:17])[C:13](=[O:16])[C:14]=2[F:15])=[C:4]([F:21])[CH:3]=1. (5) The reactants are [CH3:1][C:2]1[O:6][N:5]=[C:4]([C:7]2[CH:12]=[CH:11][CH:10]=[CH:9][CH:8]=2)[C:3]=1[CH2:13][O:14][C:15]1[CH:23]=[CH:22][C:18]([C:19]([OH:21])=O)=[CH:17][N:16]=1.F[B-](F)(F)F.N1(OC(N(C)C)=[N+](C)C)C2C=CC=CC=2N=N1.C(N(CC)C(C)C)(C)C.[NH2:55][CH2:56][C:57]1[O:61][N:60]=[C:59]([CH:62]([CH3:64])[CH3:63])[CH:58]=1. The catalyst is CN(C=O)C. The product is [CH:62]([C:59]1[CH:58]=[C:57]([CH2:56][NH:55][C:19](=[O:21])[C:18]2[CH:22]=[CH:23][C:15]([O:14][CH2:13][C:3]3[C:4]([C:7]4[CH:8]=[CH:9][CH:10]=[CH:11][CH:12]=4)=[N:5][O:6][C:2]=3[CH3:1])=[N:16][CH:17]=2)[O:61][N:60]=1)([CH3:64])[CH3:63]. The yield is 0.810. (6) The reactants are [CH2:1]([O:3][C:4](=[O:25])[CH2:5][NH:6][CH2:7][CH2:8][NH:9][S:10]([C:13]1[S:14][C:15]([C:18]2[CH:23]=[CH:22][C:21]([Cl:24])=[CH:20][CH:19]=2)=[N:16][N:17]=1)(=[O:12])=[O:11])[CH3:2].O.ON1C2C=CC=CC=2N=N1.C1(N=C=NC2CCCCC2)CCCCC1.[N:52]1([CH2:61][C:62](O)=[O:63])[CH:60]=[C:58]([CH3:59])[C:56](=[O:57])[NH:55][C:53]1=[O:54]. The catalyst is CN(C=O)C. The product is [CH2:1]([O:3][C:4](=[O:25])[CH2:5][N:6]([CH2:7][CH2:8][NH:9][S:10]([C:13]1[S:14][C:15]([C:18]2[CH:19]=[CH:20][C:21]([Cl:24])=[CH:22][CH:23]=2)=[N:16][N:17]=1)(=[O:12])=[O:11])[C:62](=[O:63])[CH2:61][N:52]1[CH:60]=[C:58]([CH3:59])[C:56](=[O:57])[NH:55][C:53]1=[O:54])[CH3:2]. The yield is 0.850. (7) The reactants are [F:1][C:2]1([F:43])[CH2:6][C@H:5]([O:7][C:8]2[C:13]([F:14])=[CH:12][C:11]([S:15]([N:18](CC3C=CC(OC)=CC=3OC)[C:19]3[CH:24]=[CH:23][N:22]=[CH:21][N:20]=3)(=[O:17])=[O:16])=[C:10]([F:36])[CH:9]=2)[C@@H:4]([C:37]2[N:41]([CH3:42])[N:40]=[CH:39][CH:38]=2)[CH2:3]1.C([SiH](CC)CC)C.FC(F)(F)C(O)=O. The catalyst is ClCCl. The product is [F:43][C:2]1([F:1])[CH2:6][C@H:5]([O:7][C:8]2[C:13]([F:14])=[CH:12][C:11]([S:15]([NH:18][C:19]3[CH:24]=[CH:23][N:22]=[CH:21][N:20]=3)(=[O:16])=[O:17])=[C:10]([F:36])[CH:9]=2)[C@@H:4]([C:37]2[N:41]([CH3:42])[N:40]=[CH:39][CH:38]=2)[CH2:3]1. The yield is 0.560. (8) The reactants are [Cl:1][C:2]1[CH:3]=[CH:4][C:5]2[C:14]3[C:9](=[C:10]([CH3:15])[N:11]=[CH:12][CH:13]=3)[C:8](=[O:16])[N:7]([CH3:17])[C:6]=2[CH:18]=1.FC(F)(F)C(O)=O.[Br:26]N1C(=O)CCC1=O. The catalyst is C(#N)C. The product is [Br:26][C:3]1[C:2]([Cl:1])=[CH:18][C:6]2[N:7]([CH3:17])[C:8](=[O:16])[C:9]3[C:14]([C:5]=2[CH:4]=1)=[CH:13][CH:12]=[N:11][C:10]=3[CH3:15]. The yield is 0.450.